This data is from Full USPTO retrosynthesis dataset with 1.9M reactions from patents (1976-2016). The task is: Predict the reactants needed to synthesize the given product. (1) Given the product [Br:20][CH2:26][CH:25]([O:24][CH2:22][CH3:23])[CH2:28][C:29]1[CH:34]=[CH:33][C:32]([CH3:35])=[CH:31][CH:30]=1, predict the reactants needed to synthesize it. The reactants are: C1(P(C2C=CC=CC=2)C2C=CC=CC=2)C=CC=CC=1.[Br:20]Br.[CH2:22]([O:24][CH:25]([CH2:28][C:29]1[CH:34]=[CH:33][C:32]([CH3:35])=[CH:31][CH:30]=1)[CH2:26]O)[CH3:23]. (2) Given the product [C:2]1([C:5]2[CH:4]=[CH:3][CH:2]=[CH:11][C:6]=2[CH3:7])[C:11]2[C:6](=[CH:7][CH:8]=[CH:9][CH:10]=2)[CH:5]=[CH:4][CH:3]=1, predict the reactants needed to synthesize it. The reactants are: Br[C:2]1[C:11]2[C:6](=[CH:7][CH:8]=[CH:9][CH:10]=2)[CH:5]=[CH:4][CH:3]=1.Cl. (3) Given the product [Cl:1][C:2]1[C:10]([N+:11]([O-:13])=[O:12])=[CH:9][CH:8]=[C:7]([Cl:14])[C:3]=1[C:4]([N:25]1[CH2:24][CH2:23][N:22]([C:21]2[CH:20]=[CH:19][C:18]([C:28](=[O:30])[CH3:29])=[CH:17][C:16]=2[F:15])[CH2:27][CH2:26]1)=[O:6], predict the reactants needed to synthesize it. The reactants are: [Cl:1][C:2]1[C:10]([N+:11]([O-:13])=[O:12])=[CH:9][CH:8]=[C:7]([Cl:14])[C:3]=1[C:4]([OH:6])=O.[F:15][C:16]1[CH:17]=[C:18]([C:28](=[O:30])[CH3:29])[CH:19]=[CH:20][C:21]=1[N:22]1[CH2:27][CH2:26][NH:25][CH2:24][CH2:23]1. (4) Given the product [C:1]([C:5]1[NH:6][C:7]2[C:12]([CH:13]=1)=[CH:11][C:10]([NH:14][C:26]([C:23]1([C:20]3[CH:19]=[CH:18][C:17]([O:16][CH3:15])=[CH:22][CH:21]=3)[CH2:25][CH2:24]1)=[O:27])=[CH:9][CH:8]=2)([CH3:4])([CH3:2])[CH3:3], predict the reactants needed to synthesize it. The reactants are: [C:1]([C:5]1[NH:6][C:7]2[C:12]([CH:13]=1)=[CH:11][C:10]([NH2:14])=[CH:9][CH:8]=2)([CH3:4])([CH3:3])[CH3:2].[CH3:15][O:16][C:17]1[CH:22]=[CH:21][C:20]([C:23]2([C:26](O)=[O:27])[CH2:25][CH2:24]2)=[CH:19][CH:18]=1.C(N(CC)CC)C.F[P-](F)(F)(F)(F)F.N1(OC(N(C)C)=[N+](C)C)C2N=CC=CC=2N=N1. (5) Given the product [CH2:1]([N:8]([CH2:18][C:19]1[CH:24]=[CH:23][CH:22]=[CH:21][CH:20]=1)[C:9]1[C:10]([F:17])=[CH:11][C:12]([N:28]2[CH2:27][CH2:26][N:25]([C:31]([O:33][C:34]([CH3:37])([CH3:36])[CH3:35])=[O:32])[CH2:30][CH2:29]2)=[C:13]([F:15])[CH:14]=1)[C:2]1[CH:7]=[CH:6][CH:5]=[CH:4][CH:3]=1, predict the reactants needed to synthesize it. The reactants are: [CH2:1]([N:8]([CH2:18][C:19]1[CH:24]=[CH:23][CH:22]=[CH:21][CH:20]=1)[C:9]1[CH:14]=[C:13]([F:15])[C:12](Br)=[CH:11][C:10]=1[F:17])[C:2]1[CH:7]=[CH:6][CH:5]=[CH:4][CH:3]=1.[N:25]1([C:31]([O:33][C:34]([CH3:37])([CH3:36])[CH3:35])=[O:32])[CH2:30][CH2:29][NH:28][CH2:27][CH2:26]1.C1(P(C2C=CC=CC=2)C2C=CC3C(=CC=CC=3)C=2C2C3C(=CC=CC=3)C=CC=2P(C2C=CC=CC=2)C2C=CC=CC=2)C=CC=CC=1.C(=O)([O-])[O-].[Cs+].[Cs+]. (6) Given the product [OH:8][C:9]1[C:14]([CH3:15])=[C:13]([O:16][CH2:7][CH2:2][CH2:3][CH2:4][S:1][C:2]2[CH:7]=[CH:6][N:5]=[CH:4][CH:3]=2)[CH:12]=[CH:11][C:10]=1[C:17](=[O:23])[CH2:18][C:19]([CH3:20])([CH3:22])[CH3:21], predict the reactants needed to synthesize it. The reactants are: [SH:1][C:2]1[CH:7]=[CH:6][N:5]=[CH:4][CH:3]=1.[OH:8][C:9]1[C:14]([CH3:15])=[C:13]([OH:16])[CH:12]=[CH:11][C:10]=1[C:17](=[O:23])[CH2:18][C:19]([CH3:22])([CH3:21])[CH3:20]. (7) The reactants are: [CH3:1][C:2]([CH3:19])([CH3:18])[C:3]([NH:5][C:6]1[CH:7]=[C:8]2[C:12](=[CH:13][C:14]=1[N+:15]([O-:17])=[O:16])[NH:11][CH2:10][CH2:9]2)=[O:4].[F:20][C:21]([C:24]1[CH:31]=[CH:30][CH:29]=[CH:28][C:25]=1C=O)([F:23])[F:22].[C:32](O)(=O)C.[BH3-]C#N.[Na+]. Given the product [CH3:1][C:2]([CH3:19])([CH3:18])[C:3]([NH:5][C:6]1[CH:7]=[C:8]2[C:12](=[CH:13][C:14]=1[N+:15]([O-:17])=[O:16])[N:11]([CH2:32][C:29]1[CH:28]=[CH:25][C:24]([C:21]([F:20])([F:22])[F:23])=[CH:31][CH:30]=1)[CH2:10][CH2:9]2)=[O:4], predict the reactants needed to synthesize it. (8) The reactants are: [Br:1][C:2]1[CH:7]=[CH:6][C:5]([NH:8][C:9]2[C:10]([C:18](O)=O)=[CH:11][N:12]([CH3:17])[C:13](=[O:16])[C:14]=2[F:15])=[C:4]([F:21])[CH:3]=1.CCN=C=NCCCN(C)C.C1C=CC2N(O)N=NC=2C=1.[NH2:43][NH:44][C:45]([NH2:47])=[S:46].CCN(CC)CC.C1C=CC(P(C2C=CC=CC=2)C2C=CC=CC=2)=CC=1.C(Cl)(Cl)(Cl)Cl. Given the product [NH2:47][C:45]1[S:46][C:18]([C:10]2[C:9]([NH:8][C:5]3[CH:6]=[CH:7][C:2]([Br:1])=[CH:3][C:4]=3[F:21])=[C:14]([F:15])[C:13](=[O:16])[N:12]([CH3:17])[CH:11]=2)=[N:43][N:44]=1, predict the reactants needed to synthesize it. (9) Given the product [C:1]([O:5][C:6]([N:8]1[CH2:9][CH2:10][C:11](=[C:14]([C:27]2[CH:28]=[CH:29][CH:30]=[CH:31][CH:32]=2)[C:15]2[CH:16]=[N:17][NH:18][CH:19]=2)[CH2:12][CH2:13]1)=[O:7])([CH3:4])([CH3:2])[CH3:3], predict the reactants needed to synthesize it. The reactants are: [C:1]([O:5][C:6]([N:8]1[CH2:13][CH2:12][C:11](=[C:14]([C:27]2[CH:32]=[CH:31][CH:30]=[CH:29][CH:28]=2)[C:15]2[CH:16]=[N:17][N:18](CC3C=CC=CC=3)[CH:19]=2)[CH2:10][CH2:9]1)=[O:7])([CH3:4])([CH3:3])[CH3:2].CC(C)([O-])C.[K+].O=O.